Dataset: Forward reaction prediction with 1.9M reactions from USPTO patents (1976-2016). Task: Predict the product of the given reaction. (1) Given the reactants Br[C:2]1[CH:3]=[C:4]2[C:8](=[C:9]([C:11]([NH2:13])=[O:12])[CH:10]=1)[NH:7][N:6]=[C:5]2[CH:14]1[CH2:19][CH2:18][N:17]([S:20]([CH2:23][CH2:24][CH2:25][O:26][CH3:27])(=[O:22])=[O:21])[CH2:16][CH2:15]1.[OH:28][CH2:29]C1C=C(B(O)O)C=CC=1.C(=O)([O-])[O-].[Cs+].[Cs+], predict the reaction product. The product is: [OH:28][CH2:29][C:2]1[CH:3]=[C:4]2[C:8](=[C:9]([C:11]([NH2:13])=[O:12])[CH:10]=1)[NH:7][N:6]=[C:5]2[CH:14]1[CH2:15][CH2:16][N:17]([S:20]([CH2:23][CH2:24][CH2:25][O:26][CH3:27])(=[O:21])=[O:22])[CH2:18][CH2:19]1. (2) Given the reactants N1(C2[CH:11]=[CH:10][C:9]([C:12]3[NH:17][C:16](=[O:18])[C:15]([C:19]([O:21]C)=[O:20])=[C:14]([OH:23])[C:13]=3[CH2:24][CH3:25])=[CH:8][CH:7]=2)CC=CC1.[CH3:26][N+:27]1([O-])[CH2:32][CH2:31][O:30][CH2:29][CH2:28]1.[Li+].[I-].Cl.C1C[O:40]CC1, predict the reaction product. The product is: [OH:30][C@H:31]1[C@@H:29]([OH:40])[CH2:28][N:27]([C:26]2[CH:11]=[CH:10][C:9]([C:12]3[NH:17][C:16](=[O:18])[C:15]([C:19]([OH:21])=[O:20])=[C:14]([OH:23])[C:13]=3[CH2:24][CH3:25])=[CH:8][CH:7]=2)[CH2:32]1. (3) Given the reactants [BH4-].[Na+].[Br:3][C:4]1[CH:5]=[CH:6][C:7]([O:17][CH2:18][C:19]2[CH:24]=[CH:23][C:22]([Cl:25])=[CH:21][CH:20]=2)=[C:8]([C:10](=[O:16])[CH:11]([N:13]([CH3:15])[CH3:14])[CH3:12])[CH:9]=1, predict the reaction product. The product is: [Br:3][C:4]1[CH:5]=[CH:6][C:7]([O:17][CH2:18][C:19]2[CH:20]=[CH:21][C:22]([Cl:25])=[CH:23][CH:24]=2)=[C:8]([CH:10]([CH:11]([N:13]([CH3:14])[CH3:15])[CH3:12])[OH:16])[CH:9]=1. (4) Given the reactants [CH3:1][C:2]1[C:3]([CH2:8][NH2:9])=[N:4][CH:5]=[CH:6][CH:7]=1.[CH:10]([C:13]1[C:14]([CH:19]=O)=[N:15][CH:16]=[CH:17][CH:18]=1)([CH3:12])[CH3:11].[BH-](OC(C)=O)(OC(C)=O)OC(C)=O.[Na+], predict the reaction product. The product is: [CH:10]([C:13]1[C:14]([CH2:19][NH:9][CH2:8][C:3]2[C:2]([CH3:1])=[CH:7][CH:6]=[CH:5][N:4]=2)=[N:15][CH:16]=[CH:17][CH:18]=1)([CH3:12])[CH3:11]. (5) Given the reactants [CH2:1]([O:3][C:4](=[O:15])[C:5]1[CH:10]=[C:9]([Cl:11])[C:8]([CH3:12])=[C:7]([Cl:13])[C:6]=1[NH2:14])[CH3:2].[C:16]([O:20][C:21](N([C:21]([O:20][C:16]([CH3:19])([CH3:18])[CH3:17])=[O:22])C1C(Br)=CC(C(F)(F)F)=C(Cl)C=1)=[O:22])([CH3:19])([CH3:18])[CH3:17], predict the reaction product. The product is: [CH2:1]([O:3][C:4](=[O:15])[C:5]1[CH:10]=[C:9]([Cl:11])[C:8]([CH3:12])=[C:7]([Cl:13])[C:6]=1[N:14]([C:21]([O:20][C:16]([CH3:19])([CH3:18])[CH3:17])=[O:22])[C:21]([O:20][C:16]([CH3:19])([CH3:18])[CH3:17])=[O:22])[CH3:2]. (6) Given the reactants [NH2:1][C@@H:2]1[CH2:6][CH2:5][N:4]([CH:7]2[CH2:13][CH2:12][CH2:11][N:10]([C:14]([O:16][CH2:17][C:18]3[CH:23]=[CH:22][CH:21]=[CH:20][CH:19]=3)=[O:15])[CH2:9][CH2:8]2)[CH2:3]1.[F:24][C:25]([F:40])([F:39])[C:26]1[CH:27]=[C:28]([CH:36]=[CH:37][CH:38]=1)[C:29]([NH:31][CH2:32][C:33](O)=[O:34])=[O:30].C1C=CC2N(O)N=NC=2C=1.CCN=C=NCCCN(C)C.C(N(CC)CC)C.C([O-])(O)=O.[Na+], predict the reaction product. The product is: [F:24][C:25]([F:39])([F:40])[C:26]1[CH:27]=[C:28]([CH:36]=[CH:37][CH:38]=1)[C:29]([NH:31][CH2:32][C:33]([NH:1][C@@H:2]1[CH2:6][CH2:5][N:4]([CH:7]2[CH2:13][CH2:12][CH2:11][N:10]([C:14]([O:16][CH2:17][C:18]3[CH:19]=[CH:20][CH:21]=[CH:22][CH:23]=3)=[O:15])[CH2:9][CH2:8]2)[CH2:3]1)=[O:34])=[O:30]. (7) Given the reactants [C:1]([CH2:3][N:4]1[C:8]([CH3:9])=[CH:7][CH:6]=[C:5]1[C:10]([O:12][CH2:13][CH3:14])=[O:11])#[N:2].[ClH:15].[CH2:16]([O:18]CC)[CH3:17].C(O)C, predict the reaction product. The product is: [ClH:15].[CH2:16]([O:18][C:1](=[NH:2])[CH2:3][N:4]1[C:8]([CH3:9])=[CH:7][CH:6]=[C:5]1[C:10]([O:12][CH2:13][CH3:14])=[O:11])[CH3:17]. (8) Given the reactants [Br:1][C:2]1[CH:12]=[CH:11][C:5]2[NH:6][C:7]([CH2:9][CH3:10])=[N:8][C:4]=2[C:3]=1[Cl:13].O([CH2:22][C:23]([F:26])([F:25])[F:24])S(C(F)(F)F)(=O)=O.C([O-])([O-])=O.[Cs+].[Cs+], predict the reaction product. The product is: [Br:1][C:2]1[CH:12]=[CH:11][C:5]2[N:6]([CH2:22][C:23]([F:26])([F:25])[F:24])[C:7]([CH2:9][CH3:10])=[N:8][C:4]=2[C:3]=1[Cl:13].